This data is from Forward reaction prediction with 1.9M reactions from USPTO patents (1976-2016). The task is: Predict the product of the given reaction. (1) Given the reactants [Br:1][C:2]1[CH:3]=[N+:4]([O-])[CH:5]=[C:6]([Br:8])[CH:7]=1.CS[C:12]1N=C(NCC2C=CC(OC)=C(Cl)C=2)C(C(OCC)=O)=C[N:13]=1.C[Si](C#N)(C)C.CN(C)C(Cl)=O.C(=O)([O-])O.[Na+], predict the reaction product. The product is: [C:12]([C:3]1[C:2]([Br:1])=[CH:7][C:6]([Br:8])=[CH:5][N:4]=1)#[N:13]. (2) Given the reactants [CH2:1]([O:3][C:4](=[O:19])[C:5]1[CH:10]=[CH:9][CH:8]=[C:7]([O:11][C:12]2[CH:17]=[CH:16][CH:15]=[CH:14][CH:13]=2)[C:6]=1[CH3:18])[CH3:2].[Br:20]N1C(=O)CCC1=O, predict the reaction product. The product is: [CH2:1]([O:3][C:4](=[O:19])[C:5]1[CH:10]=[CH:9][CH:8]=[C:7]([O:11][C:12]2[CH:17]=[CH:16][CH:15]=[CH:14][CH:13]=2)[C:6]=1[CH2:18][Br:20])[CH3:2]. (3) Given the reactants [N+:1]([C:4]1[C:13]2[C:8](=[CH:9][C:10]([CH:14]=[CH2:15])=[CH:11][CH:12]=2)[CH:7]=[CH:6][C:5]=1[NH:16][C:17]1[CH:22]=[CH:21][C:20]([S:23][C:24]([F:27])([F:26])[F:25])=[CH:19][CH:18]=1)([O-])=O.[NH4+].[Cl-].O, predict the reaction product. The product is: [F:25][C:24]([S:23][C:20]1[CH:21]=[CH:22][C:17]([NH:16][C:5]2[C:4]([NH2:1])=[C:13]3[C:8](=[CH:7][CH:6]=2)[CH:9]=[C:10]([CH:14]=[CH2:15])[CH:11]=[CH:12]3)=[CH:18][CH:19]=1)([F:27])[F:26]. (4) Given the reactants [CH2:1]1[C:6](=[O:7])N(Br)C(=O)[CH2:2]1.[NH2:9][C:10]([NH2:12])=[S:11].[OH-:13].[NH4+].O1CCO[CH2:17][CH2:16]1.O, predict the reaction product. The product is: [NH2:9][C:10]1[S:11][C:1]([C:6]([O:7][CH2:16][CH3:17])=[O:13])=[CH:2][N:12]=1. (5) The product is: [CH3:28][N:26]([CH3:27])[C:21]1[CH:22]=[CH:23][CH:24]=[C:25]2[C:20]=1[CH:19]=[C:18]1[CH2:29][CH2:30][CH2:31][C:17]1=[C:16]2[C:14](=[O:15])[CH2:13][CH2:12][CH2:11][CH2:10][CH2:9][OH:8]. Given the reactants [Si]([O:8][CH2:9][CH2:10][CH2:11][CH2:12][CH2:13][C:14]([C:16]1[C:25]2[C:20](=[C:21]([N:26]([CH3:28])[CH3:27])[CH:22]=[CH:23][CH:24]=2)[CH:19]=[C:18]2[CH2:29][CH2:30][CH2:31][C:17]=12)=[O:15])(C(C)(C)C)(C)C.CCCC[N+](CCCC)(CCCC)CCCC.[F-], predict the reaction product. (6) Given the reactants [Cl:1][C:2]1[C:7]([CH2:8][C:9]([O:11][CH3:12])=[O:10])=[C:6]([NH:13][CH2:14][CH:15](OC)OC)[N:5]=[C:4]([CH2:20][C:21]2[CH:26]=[CH:25][C:24]([N+:27]([O-:29])=[O:28])=[CH:23][CH:22]=2)[N:3]=1.FC(F)(F)C(O)=O.ClCCl.FC(F)(F)C(OC(=O)C(F)(F)F)=O, predict the reaction product. The product is: [Cl:1][C:2]1[N:3]=[C:4]([CH2:20][C:21]2[CH:26]=[CH:25][C:24]([N+:27]([O-:29])=[O:28])=[CH:23][CH:22]=2)[N:5]2[CH:15]=[CH:14][N:13]=[C:6]2[C:7]=1[CH2:8][C:9]([O:11][CH3:12])=[O:10]. (7) Given the reactants [F:1][C:2]1[CH:7]=[CH:6][CH:5]=[C:4]([F:8])[C:3]=1[N:9]1[CH:13]=[CH:12][C:11]([NH:14]C(=O)C)=[N:10]1.Cl.[OH-].[Na+], predict the reaction product. The product is: [F:8][C:4]1[CH:5]=[CH:6][CH:7]=[C:2]([F:1])[C:3]=1[N:9]1[CH:13]=[CH:12][C:11]([NH2:14])=[N:10]1.